This data is from Full USPTO retrosynthesis dataset with 1.9M reactions from patents (1976-2016). The task is: Predict the reactants needed to synthesize the given product. Given the product [OH:14][C:15]1[CH:22]=[CH:21][C:18](/[CH:19]=[C:3]2/[C:4](=[O:13])[N:5]([C:7]3[CH:12]=[CH:11][CH:10]=[CH:9][N:8]=3)[N:6]=[C:2]/2[CH3:1])=[CH:17][C:16]=1[O:23][CH3:24], predict the reactants needed to synthesize it. The reactants are: [CH3:1][C:2]1[CH2:3][C:4](=[O:13])[N:5]([C:7]2[CH:12]=[CH:11][CH:10]=[CH:9][N:8]=2)[N:6]=1.[OH:14][C:15]1[CH:22]=[CH:21][C:18]([CH:19]=O)=[CH:17][C:16]=1[O:23][CH3:24].N1CCCCC1.